From a dataset of Catalyst prediction with 721,799 reactions and 888 catalyst types from USPTO. Predict which catalyst facilitates the given reaction. (1) Reactant: [CH3:1][N:2]1[C:7](=[O:8])[C:6]2[C:9]([C:30]3[CH:35]=[CH:34][CH:33]=[CH:32][CH:31]=3)=[C:10]([C:12]3[CH:17]=[CH:16][C:15]([C:18]4([NH:22][C:23](=[O:29])[O:24][C:25]([CH3:28])([CH3:27])[CH3:26])[CH2:21][CH2:20][CH2:19]4)=[CH:14][CH:13]=3)[O:11][C:5]=2[N:4]=[C:3]1S(C)(=O)=O.[NH:40]1[CH2:44][CH2:43][CH2:42][CH2:41]1. Product: [CH3:1][N:2]1[C:7](=[O:8])[C:6]2[C:9]([C:30]3[CH:35]=[CH:34][CH:33]=[CH:32][CH:31]=3)=[C:10]([C:12]3[CH:17]=[CH:16][C:15]([C:18]4([NH:22][C:23](=[O:29])[O:24][C:25]([CH3:28])([CH3:27])[CH3:26])[CH2:21][CH2:20][CH2:19]4)=[CH:14][CH:13]=3)[O:11][C:5]=2[N:4]=[C:3]1[N:40]1[CH2:44][CH2:43][CH2:42][CH2:41]1. The catalyst class is: 1. (2) Reactant: [OH:1][CH:2]([CH3:25])[CH2:3][NH:4][C:5]([C:7]1[C:8]([C:21]([F:24])([F:23])[F:22])=[N:9][C:10]([NH:13][C:14]2[CH:19]=[CH:18][CH:17]=[C:16]([Cl:20])[CH:15]=2)=[N:11][CH:12]=1)=[O:6].C(N(CC)CC)C. Product: [O:1]=[C:2]([CH3:25])[CH2:3][NH:4][C:5]([C:7]1[C:8]([C:21]([F:22])([F:24])[F:23])=[N:9][C:10]([NH:13][C:14]2[CH:19]=[CH:18][CH:17]=[C:16]([Cl:20])[CH:15]=2)=[N:11][CH:12]=1)=[O:6]. The catalyst class is: 633. (3) Reactant: [F:1][C:2]1[CH:7]=[C:6]([CH3:8])[CH:5]=[CH:4][C:3]=1[OH:9].Cl[C:11]1[CH:12]=[CH:13][C:14]([N+:26]([O-:28])=[O:27])=[C:15]([CH2:17][NH:18][C:19](=[O:25])[O:20][C:21]([CH3:24])([CH3:23])[CH3:22])[CH:16]=1.[H-].[Na+]. Product: [F:1][C:2]1[CH:7]=[C:6]([CH3:8])[CH:5]=[CH:4][C:3]=1[O:9][C:11]1[CH:12]=[CH:13][C:14]([N+:26]([O-:28])=[O:27])=[C:15]([CH2:17][NH:18][C:19](=[O:25])[O:20][C:21]([CH3:24])([CH3:22])[CH3:23])[CH:16]=1. The catalyst class is: 9. (4) Reactant: [CH:1]([O:3][CH:4]=[CH2:5])=[CH2:2].C(OCCCl)=C.[C:12]1(=[O:22])[NH:16][C:15](=[O:17])[C:14]2=[CH:18][CH:19]=[CH:20][CH:21]=[C:13]12.[K].CN(C)C=O. Product: [CH:1]([O:3][CH2:4][CH2:5][C:21]1[CH:20]=[CH:19][CH:18]=[C:14]2[C:15]([NH:16][C:12](=[O:22])[C:13]=12)=[O:17])=[CH2:2]. The catalyst class is: 568. (5) Reactant: [CH2:1]([C:8]1[N:9]=[CH:10][NH:11][CH:12]=1)[C:2]1[CH:7]=[CH:6][CH:5]=[CH:4][CH:3]=1.[H-].[Na+].[C:15]([C@H:19]1[CH2:23]OS(=O)(=O)[O:20]1)([CH3:18])([CH3:17])[CH3:16].C(=O)(O)[O-].[Na+]. Product: [CH2:1]([C:8]1[N:9]=[CH:10][N:11]([CH2:23][C@@H:19]([OH:20])[C:15]([CH3:18])([CH3:17])[CH3:16])[CH:12]=1)[C:2]1[CH:3]=[CH:4][CH:5]=[CH:6][CH:7]=1. The catalyst class is: 405. (6) Reactant: [F:1][C:2]1[CH:3]=[C:4]([N:15]2[C:19]([CH3:21])([CH3:20])[C:18](=[O:22])[N:17]([C:23]3[CH:30]=[CH:29][C:26]([C:27]#[N:28])=[C:25]([C:31]([F:34])([F:33])[F:32])[CH:24]=3)[C:16]2=[S:35])[CH:5]=[CH:6][C:7]=1[O:8][CH:9]1[CH2:14][CH2:13][NH:12][CH2:11][CH2:10]1.C=O.[C:38]([BH3-])#N.[Na+].O. Product: [F:1][C:2]1[CH:3]=[C:4]([N:15]2[C:19]([CH3:21])([CH3:20])[C:18](=[O:22])[N:17]([C:23]3[CH:30]=[CH:29][C:26]([C:27]#[N:28])=[C:25]([C:31]([F:34])([F:32])[F:33])[CH:24]=3)[C:16]2=[S:35])[CH:5]=[CH:6][C:7]=1[O:8][CH:9]1[CH2:10][CH2:11][N:12]([CH3:38])[CH2:13][CH2:14]1. The catalyst class is: 466.